This data is from Catalyst prediction with 721,799 reactions and 888 catalyst types from USPTO. The task is: Predict which catalyst facilitates the given reaction. (1) Reactant: CC(C(O)=O)C1C=CC(CC2C(=O)CCC2)=CC=1.[OH-].[K+].[C:21]([OH:40])(=[O:39])[CH2:22][CH2:23][CH2:24][CH2:25][CH2:26][CH2:27][CH2:28][CH2:29][CH2:30][CH2:31][CH2:32][CH2:33][CH2:34][CH2:35][CH2:36][CH2:37][CH3:38].[OH-].[Ca+2:42].[OH-].[C:44]([O:63]CC(CO)O)(=[O:62])[CH2:45][CH2:46][CH2:47][CH2:48][CH2:49][CH2:50][CH2:51][CH2:52][CH2:53][CH2:54][CH2:55][CH2:56][CH2:57][CH2:58][CH2:59][CH2:60][CH3:61]. Product: [C:21]([O-:40])(=[O:39])[CH2:22][CH2:23][CH2:24][CH2:25][CH2:26][CH2:27][CH2:28][CH2:29][CH2:30][CH2:31][CH2:32][CH2:33][CH2:34][CH2:35][CH2:36][CH2:37][CH3:38].[Ca+2:42].[C:44]([O-:63])(=[O:62])[CH2:45][CH2:46][CH2:47][CH2:48][CH2:49][CH2:50][CH2:51][CH2:52][CH2:53][CH2:54][CH2:55][CH2:56][CH2:57][CH2:58][CH2:59][CH2:60][CH3:61]. The catalyst class is: 6. (2) Reactant: Cl[C:2]1[CH:3]=[CH:4][C:5]([N+:9]([O-:11])=[O:10])=[C:6]([CH3:8])[CH:7]=1.O.O.O.O.O.O.O.O.O.[S:21]([O-])([O-])(=O)=O.[Na+].[Na+].[S].[OH-].[Na+].Cl. Product: [CH3:8][C:6]1[CH:7]=[C:2]([SH:21])[CH:3]=[CH:4][C:5]=1[N+:9]([O-:11])=[O:10]. The catalyst class is: 8. (3) Reactant: [Si:1]([O:18][C@@H:19]1[CH2:35][C@H:34]2[C@@:22]([CH3:45])([C@@H:23]3[C@@H:31]([C@@H:32]([OH:37])[C@@H:33]2[OH:36])[C@H:30]2[C@@:26]([CH3:44])([C@@:27]([C:39]4[S:40][CH:41]=[CH:42][N:43]=4)([OH:38])[CH2:28][CH2:29]2)[CH2:25][CH2:24]3)[CH2:21][CH2:20]1)([C:14]([CH3:17])([CH3:16])[CH3:15])([C:8]1[CH:13]=[CH:12][CH:11]=[CH:10][CH:9]=1)[C:2]1[CH:7]=[CH:6][CH:5]=[CH:4][CH:3]=1.C1COCC1.O.[BH4-].[Na+].CC(C)=O. Product: [Si:1]([O:18][C@H:19]1[CH2:20][CH2:21][C@@:22]([CH:23]2[CH2:24][CH2:25][C:26]3([CH3:44])[CH:30]([CH2:29][CH2:28][C:27]3([C:39]3[S:40][CH:41]=[CH:42][N:43]=3)[OH:38])[CH:31]2[CH2:32][OH:37])([CH3:45])[C@@H:34]([CH2:33][OH:36])[CH2:35]1)([C:14]([CH3:17])([CH3:16])[CH3:15])([C:2]1[CH:7]=[CH:6][CH:5]=[CH:4][CH:3]=1)[C:8]1[CH:13]=[CH:12][CH:11]=[CH:10][CH:9]=1. The catalyst class is: 36. (4) Reactant: [OH:1][C@H:2]1[CH2:6][CH2:5][NH:4][CH2:3]1.C(N(C(C)C)CC)(C)C.[CH3:16][O:17][C:18]([C:20]1[N:21]([CH3:29])[C:22]([S:25](Cl)(=[O:27])=[O:26])=[CH:23][CH:24]=1)=[O:19].Cl. Product: [CH3:16][O:17][C:18]([C:20]1[N:21]([CH3:29])[C:22]([S:25]([N:4]2[CH2:5][CH2:6][C@H:2]([OH:1])[CH2:3]2)(=[O:27])=[O:26])=[CH:23][CH:24]=1)=[O:19]. The catalyst class is: 1. (5) Reactant: Br[C:2]1[CH:7]=[CH:6][C:5]([F:8])=[CH:4][C:3]=1[CH2:9][O:10]C(OCC)C.C([Li])CCC.[B:21](OC)(OC)[O:22]C.Cl. Product: [F:8][C:5]1[CH:6]=[CH:7][C:2]2[B:21]([OH:22])[O:10][CH2:9][C:3]=2[CH:4]=1. The catalyst class is: 1. (6) Reactant: [CH2:1]([O:3][C:4]([C:6]1[CH:10]=[C:9]([NH2:11])[N:8]([CH2:12][C:13]2[CH:18]=[CH:17][CH:16]=[CH:15][C:14]=2[F:19])[N:7]=1)=[O:5])[CH3:2].CN(C)[CH:22]=[C:23]([F:26])[CH:24]=O.FC(F)(F)C(O)=O. Product: [CH2:1]([O:3][C:4]([C:6]1[C:10]2[C:9](=[N:11][CH:22]=[C:23]([F:26])[CH:24]=2)[N:8]([CH2:12][C:13]2[CH:18]=[CH:17][CH:16]=[CH:15][C:14]=2[F:19])[N:7]=1)=[O:5])[CH3:2]. The catalyst class is: 12. (7) Reactant: [NH2:1][C:2]1[CH:7]=[CH:6][C:5]([CH2:8][N:9]2[CH2:14][CH2:13][CH:12]([NH:15][C:16]3[N:21]=[C:20]([C:22]4[C:30]5[C:25](=[CH:26][CH:27]=[CH:28][CH:29]=5)[NH:24][CH:23]=4)[C:19]([Cl:31])=[CH:18][N:17]=3)[CH2:11][CH2:10]2)=[CH:4][CH:3]=1.CCN(C(C)C)C(C)C.Br[CH2:42]/[CH:43]=[CH:44]/[C:45]([OH:47])=O.CN(C(ON1N=NC2C=CC=NC1=2)=[N+](C)C)C.F[P-](F)(F)(F)(F)F.[CH3:72][NH:73][CH2:74][CH:75]([OH:78])[CH2:76][OH:77]. Product: [Cl:31][C:19]1[C:20]([C:22]2[C:30]3[C:25](=[CH:26][CH:27]=[CH:28][CH:29]=3)[NH:24][CH:23]=2)=[N:21][C:16]([NH:15][CH:12]2[CH2:13][CH2:14][N:9]([CH2:8][C:5]3[CH:6]=[CH:7][C:2]([NH:1][C:45](=[O:47])/[CH:44]=[CH:43]/[CH2:42][N:73]([CH2:74][CH:75]([OH:78])[CH2:76][OH:77])[CH3:72])=[CH:3][CH:4]=3)[CH2:10][CH2:11]2)=[N:17][CH:18]=1. The catalyst class is: 3.